From a dataset of Full USPTO retrosynthesis dataset with 1.9M reactions from patents (1976-2016). Predict the reactants needed to synthesize the given product. (1) Given the product [NH2:8][C:6]1[CH:5]=[CH:4][C:3]([N:11]2[CH2:15][CH2:14][CH:13]([N:16]([CH3:17])[CH3:18])[CH2:12]2)=[C:2]([F:1])[CH:7]=1, predict the reactants needed to synthesize it. The reactants are: [F:1][C:2]1[CH:7]=[C:6]([N+:8]([O-])=O)[CH:5]=[CH:4][C:3]=1[N:11]1[CH2:15][CH2:14][CH:13]([N:16]([CH3:18])[CH3:17])[CH2:12]1.[H][H]. (2) Given the product [Cl:23][C:24]1[N:25]=[C:26]([NH2:42])[C:27]2[N:28]=[CH:29][N:30]([C:40]=2[N:41]=1)[C@@H:31]1[O:39][C@H:36]([CH2:37][OH:13])[C@@H:34]([OH:35])[C@H:32]1[OH:33], predict the reactants needed to synthesize it. The reactants are: ClCl.IC1N=C(N)C2N=CN(C=2N=1)[C@@H]1O[C@H](CCl)[C@@H](O)[C@H]1[OH:13].[Cl:23][C:24]1[N:25]=[C:26]([NH2:42])[C:27]2[N:28]=[CH:29][N:30]([C:40]=2[N:41]=1)[C@@H:31]1[O:39][C@H:36]([CH2:37]Cl)[C@@H:34]([OH:35])[C@H:32]1[OH:33].